Dataset: Forward reaction prediction with 1.9M reactions from USPTO patents (1976-2016). Task: Predict the product of the given reaction. (1) Given the reactants [NH2:1][CH2:2][CH2:3][O:4][C:5]1[CH:14]=[CH:13][CH:12]=[C:11]2[C:6]=1[C:7]([NH:15][C:16]1[CH:21]=[CH:20][C:19]([O:22][CH2:23][C:24]3[N:25]=[CH:26][S:27][CH:28]=3)=[C:18]([Cl:29])[CH:17]=1)=[N:8][CH:9]=[N:10]2.[OH:30][C@@H:31]1[CH2:36][CH2:35][O:34][C:32]1=[O:33], predict the reaction product. The product is: [Cl:29][C:18]1[CH:17]=[C:16]([NH:15][C:7]2[C:6]3[C:11](=[CH:12][CH:13]=[CH:14][C:5]=3[O:4][CH2:3][CH2:2][NH:1][C:32](=[O:33])[C@H:31]([OH:30])[CH2:36][CH2:35][OH:34])[N:10]=[CH:9][N:8]=2)[CH:21]=[CH:20][C:19]=1[O:22][CH2:23][C:24]1[N:25]=[CH:26][S:27][CH:28]=1. (2) Given the reactants Cl[C:2]1[CH:7]=[C:6]([C:8]([O:10][CH3:11])=[O:9])[CH:5]=[C:4]([CH3:12])[N:3]=1, predict the reaction product. The product is: [CH3:12][C:4]1[CH:5]=[C:6]([C:8]([O:10][CH3:11])=[O:9])[CH:7]=[CH:2][N:3]=1. (3) Given the reactants [Br:1][C:2]1[CH:12]=[CH:11][CH:10]=[CH:9][C:3]=1[O:4][CH2:5][C:6]([OH:8])=O.[CH2:13]([N:20]1[CH2:25][CH2:24][NH:23][C@H:22]([CH2:26][C:27]2[CH:32]=[CH:31][CH:30]=[CH:29][CH:28]=2)[CH2:21]1)[C:14]1[CH:19]=[CH:18][CH:17]=[CH:16][CH:15]=1.CCN=C=NCCCN(C)C.C1C=CC2N(O)N=NC=2C=1, predict the reaction product. The product is: [Br:1][C:2]1[CH:12]=[CH:11][CH:10]=[CH:9][C:3]=1[O:4][CH2:5][C:6]([N:23]1[CH2:24][CH2:25][N:20]([CH2:13][C:14]2[CH:19]=[CH:18][CH:17]=[CH:16][CH:15]=2)[CH2:21][C@H:22]1[CH2:26][C:27]1[CH:32]=[CH:31][CH:30]=[CH:29][CH:28]=1)=[O:8]. (4) Given the reactants [CH2:1]([O:3][C:4](=[O:9])[CH2:5][C:6](Cl)=[O:7])[CH3:2].C[O:11][C:12](=O)[CH2:13][C:14]1([NH2:17])[CH2:16][CH2:15]1.C(N(CC)CC)C.C([O-])(O)=O.[Na+], predict the reaction product. The product is: [CH2:1]([O:3][C:4](=[O:9])[CH2:5][C:6]([NH:17][C:14]1([CH2:13][CH:12]=[O:11])[CH2:16][CH2:15]1)=[O:7])[CH3:2]. (5) Given the reactants [S:1]1[C:5]([C:6]2[C:7]([O:27][CH3:28])=[CH:8][C:9]([O:25][CH3:26])=[C:10](/[CH:12]=[CH:13]/[C:14]([C:16]3[CH:24]=[CH:23][C:19]([C:20]([NH2:22])=[O:21])=[CH:18][CH:17]=3)=[O:15])[CH:11]=2)=[CH:4][C:3]2[CH:29]=[CH:30][CH:31]=[CH:32][C:2]1=2.C[Si]([N-][Si](C)(C)C)(C)C.[Li+].[C:43](OC(=O)C)(=[O:45])[CH3:44], predict the reaction product. The product is: [C:43]([NH:22][C:20](=[O:21])[C:19]1[CH:23]=[CH:24][C:16]([C:14](=[O:15])/[CH:13]=[CH:12]/[C:10]2[CH:11]=[C:6]([C:5]3[S:1][C:2]4[CH:32]=[CH:31][CH:30]=[CH:29][C:3]=4[CH:4]=3)[C:7]([O:27][CH3:28])=[CH:8][C:9]=2[O:25][CH3:26])=[CH:17][CH:18]=1)(=[O:45])[CH3:44]. (6) Given the reactants [N:1]1([C:8]2[CH:9]=[CH:10][C:11]3[N:12]([C:14]([C:17]([F:20])([F:19])[F:18])=[N:15][N:16]=3)[N:13]=2)[CH2:7][CH2:6][CH2:5][NH:4][CH2:3][CH2:2]1.[F:21][C:22]1[CH:29]=[CH:28][CH:27]=[CH:26][C:23]=1[CH:24]=O, predict the reaction product. The product is: [F:21][C:22]1[CH:29]=[CH:28][CH:27]=[CH:26][C:23]=1[CH2:24][N:4]1[CH2:5][CH2:6][CH2:7][N:1]([C:8]2[CH:9]=[CH:10][C:11]3[N:12]([C:14]([C:17]([F:18])([F:19])[F:20])=[N:15][N:16]=3)[N:13]=2)[CH2:2][CH2:3]1. (7) Given the reactants C(Cl)Cl.[CH3:4][O:5][C:6]1[C@@:7]2([CH2:34][CH:35]=[C:36]([CH3:38])[CH3:37])[CH2:13][CH:11]3[O:12][C@@:8]2([O:32][CH3:33])[C@H:9]([C:29](=[O:31])[CH:30]=1)[C@:10]3([CH3:28])[CH2:14][CH2:15][CH2:16][C:17]([CH3:27])([O:19][Si:20]([CH2:25][CH3:26])([CH2:23][CH3:24])[CH2:21][CH3:22])[CH3:18].C(N(CC)CC)C.BrB(C)C.CC[O:52]C(C)=O, predict the reaction product. The product is: [OH:12][C@@H:11]1[C@@:10]([CH3:28])([CH2:14][CH2:15][CH2:16][C:17]([CH3:18])([O:19][Si:20]([CH2:21][CH3:22])([CH2:23][CH3:24])[CH2:25][CH3:26])[CH3:27])[C@@H:9]2[C@:8]([OH:52])([O:32][CH3:33])[C@@:7]([CH2:34][CH:35]=[C:36]([CH3:37])[CH3:38])([C:6]([O:5][CH3:4])=[CH:30][C:29]2=[O:31])[CH2:13]1. (8) Given the reactants Cl[C:2]1[N:7]=[C:6]([NH:8][C:9]2[CH:20]=[CH:19][CH:18]=[CH:17][C:10]=2[C:11]([NH:13][CH:14]([CH3:16])[CH3:15])=[O:12])[C:5]([F:21])=[CH:4][N:3]=1.[NH2:22][C:23]1[CH:33]=[CH:32][C:26]([C:27]([O:29][CH2:30][CH3:31])=[O:28])=[CH:25][CH:24]=1.Cl, predict the reaction product. The product is: [F:21][C:5]1[C:6]([NH:8][C:9]2[CH:20]=[CH:19][CH:18]=[CH:17][C:10]=2[C:11]([NH:13][CH:14]([CH3:16])[CH3:15])=[O:12])=[N:7][C:2]([NH:22][C:23]2[CH:24]=[CH:25][C:26]([C:27]([O:29][CH2:30][CH3:31])=[O:28])=[CH:32][CH:33]=2)=[N:3][CH:4]=1. (9) The product is: [NH2:17][C:14]1[CH:15]=[CH:16][N:12]([CH2:11][CH2:10][N:2]([CH3:1])[C:3](=[O:9])[O:4][C:5]([CH3:6])([CH3:7])[CH3:8])[N:13]=1. Given the reactants [CH3:1][N:2]([CH2:10][CH2:11][N:12]1[CH:16]=[CH:15][C:14]([N+:17]([O-])=O)=[N:13]1)[C:3](=[O:9])[O:4][C:5]([CH3:8])([CH3:7])[CH3:6].[NH4+].[Cl-], predict the reaction product. (10) The product is: [CH3:18][O:17][C:15]1[CH:14]=[C:12]([NH:13][C:1](=[O:3])[CH3:2])[CH:11]=[C:10]([O:9][CH3:8])[CH:16]=1. Given the reactants [C:1](OC(=O)C)(=[O:3])[CH3:2].[CH3:8][O:9][C:10]1[CH:11]=[C:12]([CH:14]=[C:15]([O:17][CH3:18])[CH:16]=1)[NH2:13].CCCCCC, predict the reaction product.